Dataset: Catalyst prediction with 721,799 reactions and 888 catalyst types from USPTO. Task: Predict which catalyst facilitates the given reaction. (1) Reactant: [Cl:1][C:2]1[CH:23]=[C:22]([O:24][CH2:25][CH:26]=[C:27]([Cl:29])[Cl:28])[CH:21]=[C:20]([Cl:30])[C:3]=1[O:4][CH2:5][CH2:6][CH2:7][O:8][C:9]1[CH:14]=[CH:13][C:12]([C:15]2[N:16]=[N:17][NH:18][N:19]=2)=[CH:11][CH:10]=1.[CH2:31](I)[CH3:32].C(=O)([O-])[O-].[K+].[K+]. Product: [Cl:30][C:20]1[CH:21]=[C:22]([O:24][CH2:25][CH:26]=[C:27]([Cl:29])[Cl:28])[CH:23]=[C:2]([Cl:1])[C:3]=1[O:4][CH2:5][CH2:6][CH2:7][O:8][C:9]1[CH:14]=[CH:13][C:12]([C:15]2[N:16]=[N:17][N:18]([CH2:31][CH3:32])[N:19]=2)=[CH:11][CH:10]=1. The catalyst class is: 9. (2) Reactant: [Li]CCCC.CCCCCC.Br[C:13]1[CH:18]=[CH:17][CH:16]=[C:15]([Br:19])[N:14]=1.Cl.[CH3:21][CH2:22][O:23]CC. Product: [Br:19][C:15]1[CH:16]=[CH:17][CH:18]=[C:13]([C:22](=[O:23])[CH3:21])[N:14]=1. The catalyst class is: 80. (3) The catalyst class is: 56. Product: [CH3:18][O:19][C:20](=[O:49])[C:21]1[CH:22]=[CH:23][C:24]([CH2:27][C:28]([C:39]([O:41][CH2:42][C:43]2[CH:44]=[CH:45][CH:46]=[CH:47][CH:48]=2)=[O:40])([C:29]2[CH:34]=[CH:33][C:32]([C:35]([CH3:38])([CH3:37])[CH3:36])=[CH:31][CH:30]=2)[CH3:11])=[CH:25][CH:26]=1. Reactant: [Li+].C[Si]([N-][Si](C)(C)C)(C)C.[C:11]1(C)C=CC=CC=1.[CH3:18][O:19][C:20](=[O:49])[C:21]1[CH:26]=[CH:25][C:24]([CH2:27][CH:28]([C:39]([O:41][CH2:42][C:43]2[CH:48]=[CH:47][CH:46]=[CH:45][CH:44]=2)=[O:40])[C:29]2[CH:34]=[CH:33][C:32]([C:35]([CH3:38])([CH3:37])[CH3:36])=[CH:31][CH:30]=2)=[CH:23][CH:22]=1.IC. (4) Reactant: C[O:2][C:3]([C:5]1[CH:6]=[C:7]2[C:11](=[CH:12][CH:13]=1)[CH2:10][C@H:9]([NH:14][S:15]([CH:18]([CH3:20])[CH3:19])(=[O:17])=[O:16])[CH2:8]2)=O.[H-].[Al+3].[Li+].[H-].[H-].[H-]. Product: [OH:2][CH2:3][C:5]1[CH:6]=[C:7]2[C:11](=[CH:12][CH:13]=1)[CH2:10][C@H:9]([NH:14][S:15]([CH:18]([CH3:20])[CH3:19])(=[O:17])=[O:16])[CH2:8]2. The catalyst class is: 1. (5) Product: [C:29]([N:10]1[C:11]2[C:7](=[CH:6][C:5]([NH2:15])=[CH:4][CH:12]=2)[CH2:8][CH2:9]1)(=[O:31])[CH3:30]. The catalyst class is: 3. Reactant: N1[C:12]2[C:4](=[CH:5][CH:6]=[C:7]3[C:11]=2[NH:10][C:9](N)=[CH:8]3)C=C1N.[N+:15](C1C([N+]([O-])=O)=C(C)C=CC=1C)([O-])=O.[CH2:29]([O:31]C(OCC)N(C)C)[CH3:30]. (6) Reactant: [CH:1]12[CH2:10][CH:5]3[CH2:6][CH:7]([CH2:9][CH:3]([CH2:4]3)[CH:2]1[NH:11][C:12]([NH:14][CH:15]([CH2:21][C:22]1[CH:27]=[CH:26][CH:25]=[CH:24][CH:23]=1)[C:16](=O)[CH:17]([CH3:19])[CH3:18])=[O:13])[CH2:8]2.Cl.[Na+].[Cl-]. Product: [CH:1]12[CH2:10][CH:5]3[CH2:6][CH:7]([CH2:9][CH:3]([CH2:4]3)[CH:2]1[N:11]1[C:16]([CH:17]([CH3:19])[CH3:18])=[C:15]([CH2:21][C:22]3[CH:27]=[CH:26][CH:25]=[CH:24][CH:23]=3)[NH:14][C:12]1=[O:13])[CH2:8]2. The catalyst class is: 1. (7) Reactant: [F:8][C:7]([F:10])([F:9])[C:6](O[C:6](=[O:11])[C:7]([F:10])([F:9])[F:8])=[O:11].[N+:14]([C:17]1[CH:22]=[CH:21][C:20]([C:23]2([CH2:26][NH2:27])[CH2:25][CH2:24]2)=[CH:19][CH:18]=1)([O-:16])=[O:15].C(N(CC)CC)C. Product: [F:10][C:7]([F:8])([F:9])[C:6]([NH:27][CH2:26][C:23]1([C:20]2[CH:21]=[CH:22][C:17]([N+:14]([O-:16])=[O:15])=[CH:18][CH:19]=2)[CH2:24][CH2:25]1)=[O:11]. The catalyst class is: 2. (8) Reactant: F[C:2]1[CH:17]=[CH:16][C:15]([N+:18]([O-:20])=[O:19])=[CH:14][C:3]=1[C:4]([NH:6][C:7]1[CH:12]=[CH:11][CH:10]=[C:9]([F:13])[CH:8]=1)=O.O.[NH2:22][NH2:23]. Product: [F:13][C:9]1[CH:8]=[C:7]([NH:6][C:4]2[C:3]3[C:2](=[CH:17][CH:16]=[C:15]([N+:18]([O-:20])=[O:19])[CH:14]=3)[NH:23][N:22]=2)[CH:12]=[CH:11][CH:10]=1. The catalyst class is: 14. (9) Reactant: [NH2:1][C:2]1[C:3]([Cl:11])=[C:4]([CH:8]=[CH:9][CH:10]=1)[C:5]([OH:7])=O.[CH3:12][C:13]1[CH:44]=[CH:43][CH:42]=[CH:41][C:14]=1[CH2:15][NH:16][C:17]([C@@H:19]1[C:23]([CH3:25])([CH3:24])[S:22][CH2:21][N:20]1[C:26](=[O:40])[C@@H:27]([OH:39])[C@@H:28]([NH2:38])[CH2:29][C:30]1[CH:35]=[CH:34][C:33]([O:36][CH3:37])=[CH:32][CH:31]=1)=[O:18]. Product: [CH3:12][C:13]1[CH:44]=[CH:43][CH:42]=[CH:41][C:14]=1[CH2:15][NH:16][C:17]([C@@H:19]1[C:23]([CH3:25])([CH3:24])[S:22][CH2:21][N:20]1[C:26](=[O:40])[C@@H:27]([OH:39])[C@@H:28]([NH:38][C:5](=[O:7])[C:4]1[CH:8]=[CH:9][CH:10]=[C:2]([NH2:1])[C:3]=1[Cl:11])[CH2:29][C:30]1[CH:31]=[CH:32][C:33]([O:36][CH3:37])=[CH:34][CH:35]=1)=[O:18]. The catalyst class is: 25. (10) Product: [CH3:26][C:21]1[CH:22]=[N:23][CH:24]=[CH:25][C:20]=1[C:19]([NH:18][C:15]1[CH:14]=[CH:13][C:12]([C:10]2[CH2:11][C@H:6]([C:3](=[O:5])[CH3:2])[CH2:7][CH2:8][C:9]=2[CH3:28])=[CH:17][CH:16]=1)=[O:27]. Reactant: O[CH2:2][C@@:3]([C@@H:6]1[CH2:11][C:10]([C:12]2[CH:17]=[CH:16][C:15]([NH:18][C:19](=[O:27])[C:20]3[CH:25]=[CH:24][N:23]=[CH:22][C:21]=3[CH3:26])=[CH:14][CH:13]=2)=[C:9]([CH3:28])[CH2:8][CH2:7]1)([OH:5])C.I([O-])(=O)(=O)=O.[Na+]. The catalyst class is: 252.